From a dataset of Full USPTO retrosynthesis dataset with 1.9M reactions from patents (1976-2016). Predict the reactants needed to synthesize the given product. Given the product [CH:38]([C:41]1[CH:49]=[CH:48][C:44]([C:45]2[N:47]=[C:26]([C:28]3[CH:36]=[CH:35][C:31]([C:32]([O:34][CH2:1][CH3:2])=[O:33])=[CH:30][CH:29]=3)[CH:25]=[CH:24][N:46]=2)=[CH:43][CH:42]=1)([CH3:40])[CH3:39], predict the reactants needed to synthesize it. The reactants are: [C:1](C1C=CC(C(OC)=O)=CC=1)(=O)[CH3:2].COC(OC)N(C)C.CN(C)[CH:24]=[CH:25][C:26]([C:28]1[CH:36]=[CH:35][C:31]([C:32]([OH:34])=[O:33])=[CH:30][CH:29]=1)=O.[CH:38]([C:41]1[CH:49]=[CH:48][C:44]([C:45]([NH2:47])=[NH:46])=[CH:43][CH:42]=1)([CH3:40])[CH3:39].